Task: Predict the reactants needed to synthesize the given product.. Dataset: Full USPTO retrosynthesis dataset with 1.9M reactions from patents (1976-2016) (1) Given the product [NH2:14][C:9]1[C:8]([O:7][C@H:6]2[CH2:5][N:4]([C:17]([O:19][C:20]([CH3:23])([CH3:22])[CH3:21])=[O:18])[CH2:3][C:2]2([CH3:24])[CH3:1])=[CH:13][CH:12]=[CH:11][N:10]=1, predict the reactants needed to synthesize it. The reactants are: [CH3:1][C:2]1([CH3:24])[C@@H:6]([O:7][C:8]2[C:9]([N+:14]([O-])=O)=[N:10][CH:11]=[CH:12][CH:13]=2)[CH2:5][N:4]([C:17]([O:19][C:20]([CH3:23])([CH3:22])[CH3:21])=[O:18])[CH2:3]1. (2) Given the product [C:1]([N:5]1[C:9]2=[N:10][CH:11]=[CH:12][CH:13]=[C:8]2[C:7]2([CH2:14][C:15]3[C:16](=[CH:17][CH:18]=[C:19]([C:21]([F:24])([F:23])[F:22])[CH:20]=3)[CH2:25]2)[C:6]1=[O:27])([CH3:4])([CH3:3])[CH3:2], predict the reactants needed to synthesize it. The reactants are: [C:1]([N:5]1[C:9]2=[N:10][CH:11]=[CH:12][CH:13]=[C:8]2[CH:7]([CH2:14][C:15]2[CH:20]=[C:19]([C:21]([F:24])([F:23])[F:22])[CH:18]=[CH:17][C:16]=2[CH2:25]Cl)[C:6]1=[O:27])([CH3:4])([CH3:3])[CH3:2]. (3) Given the product [CH3:1][O:2][C:3](=[O:21])[C:4]1[CH:9]=[CH:8][CH:7]=[CH:6][C:5]=1[S:10][C:11]1[CH:16]=[CH:15][C:14]([Cl:17])=[CH:13][C:12]=1[NH2:18], predict the reactants needed to synthesize it. The reactants are: [CH3:1][O:2][C:3](=[O:21])[C:4]1[CH:9]=[CH:8][CH:7]=[CH:6][C:5]=1[S:10][C:11]1[CH:16]=[CH:15][C:14]([Cl:17])=[CH:13][C:12]=1[N+:18]([O-])=O.O.O.Cl[Sn]Cl. (4) Given the product [CH3:8][P:9](=[O:22])([S:10][CH3:23])[O:7][CH2:2][CH:3]([CH3:5])[CH3:4], predict the reactants needed to synthesize it. The reactants are: Cl.[CH2:2]([OH:7])[C:3](C)([CH3:5])[CH3:4].[CH3:8][P:9]1(=[S:22])N(C)C(C)C(C2C=CC=CC=2)[O:10]1.[C:23]([O-])([O-])=O.[Na+].[Na+].